From a dataset of Retrosynthesis with 50K atom-mapped reactions and 10 reaction types from USPTO. Predict the reactants needed to synthesize the given product. (1) Given the product CC(C)Oc1cccc(N=C=S)c1, predict the reactants needed to synthesize it. The reactants are: CC(C)Oc1cccc(N)c1.S=C(Cl)Cl. (2) The reactants are: FC(F)(F)Oc1ccc(CBr)cc1.N#CCc1ccc(O)cc1. Given the product N#CCc1ccc(OCc2ccc(OC(F)(F)F)cc2)cc1, predict the reactants needed to synthesize it. (3) Given the product CC(C)(C)OC(=O)N1CCC(CNC(=O)Cc2cc(F)cc(F)c2)(c2ccc(I)cc2)CC1, predict the reactants needed to synthesize it. The reactants are: CC(C)(C)OC(=O)N1CCC(CN)(c2ccc(I)cc2)CC1.O=C(Cl)Cc1cc(F)cc(F)c1. (4) Given the product Clc1ncc2c(n1)N1CCOC[C@H]1CN2CCC1OCCO1, predict the reactants needed to synthesize it. The reactants are: BrCCC1OCCO1.Clc1ncc2c(n1)N1CCOC[C@H]1CN2. (5) Given the product COc1cc(F)ccc1-c1cc(Cl)ncn1, predict the reactants needed to synthesize it. The reactants are: COc1cc(F)ccc1B(O)O.Clc1cc(Cl)ncn1. (6) Given the product COc1ccc2c(c1)C(=C(C)c1ccc[nH]1)C(=O)N2, predict the reactants needed to synthesize it. The reactants are: CC(=O)c1ccc[nH]1.COc1ccc2c(c1)CC(=O)N2. (7) Given the product CN(C)C(=O)Oc1cccc(NC(=O)C2(Cc3ccccc3)CCNCC2)c1, predict the reactants needed to synthesize it. The reactants are: CN(C)C(=O)Oc1cccc(NC(=O)C2(Cc3ccccc3)CCN(C(=O)OC(C)(C)C)CC2)c1. (8) Given the product CCOC(=O)Cn1c(C)c(Sc2ccc(Cl)cc2)c2cc(C)ccc21, predict the reactants needed to synthesize it. The reactants are: CCOC(=O)CBr.Cc1ccc2[nH]c(C)c(Sc3ccc(Cl)cc3)c2c1. (9) Given the product O=CCOCCOc1cccc(-c2ccsc2)c1, predict the reactants needed to synthesize it. The reactants are: OCCOCCOc1cccc(-c2ccsc2)c1. (10) Given the product NC(=O)c1c(Cl)c(-c2ccccc2)n2c1CN(C(=O)Oc1ccccc1)CC2, predict the reactants needed to synthesize it. The reactants are: NC(=O)c1c(Cl)c(-c2ccccc2)n2c1CNCC2.O=C(Cl)Oc1ccccc1.